Predict the reactants needed to synthesize the given product. From a dataset of Full USPTO retrosynthesis dataset with 1.9M reactions from patents (1976-2016). (1) Given the product [NH2:15][C@H:1]1[CH2:6][CH2:5][CH2:4][C@@H:3]([NH:7][C:8](=[O:14])[O:9][C:10]([CH3:12])([CH3:11])[CH3:13])[CH2:2]1, predict the reactants needed to synthesize it. The reactants are: [C@@H:1]1([NH:15]C(=O)OCC2C=CC=CC=2)[CH2:6][CH2:5][CH2:4][C@H:3]([NH:7][C:8](=[O:14])[O:9][C:10]([CH3:13])([CH3:12])[CH3:11])[CH2:2]1. (2) Given the product [Cl:38][C:39]1[CH:46]=[CH:45][C:42]([CH2:43][C:2]2[N:3]=[C:4]([C:20]3[C:21]([CH3:36])=[N:22][N:23]4[CH:28]=[CH:27][C:26]([CH:29]([O:33][CH2:34][CH3:35])[O:30][CH2:31][CH3:32])=[CH:25][C:24]=34)[S:5][C:6]=2[C:7]2[N:11]=[CH:10][N:9]([CH2:12][O:13][CH2:14][CH2:15][Si:16]([CH3:19])([CH3:18])[CH3:17])[N:8]=2)=[CH:41][CH:40]=1, predict the reactants needed to synthesize it. The reactants are: Br[C:2]1[N:3]=[C:4]([C:20]2[C:21]([CH3:36])=[N:22][N:23]3[CH:28]=[CH:27][C:26]([CH:29]([O:33][CH2:34][CH3:35])[O:30][CH2:31][CH3:32])=[CH:25][C:24]=23)[S:5][C:6]=1[C:7]1[N:11]=[CH:10][N:9]([CH2:12][O:13][CH2:14][CH2:15][Si:16]([CH3:19])([CH3:18])[CH3:17])[N:8]=1.[Cl-].[Cl:38][C:39]1[CH:46]=[CH:45][C:42]([CH2:43][Zn+])=[CH:41][CH:40]=1.O1CCCC1. (3) Given the product [O:25]=[C:24]1[NH:1][C:2]([C:8]2[CH:13]=[CH:12][C:11]([OH:14])=[CH:10][CH:9]=2)([CH3:7])[C:3](=[O:5])[N:23]1[C:20]1[CH:21]=[CH:22][C:17]([C:15]#[N:16])=[C:18]([C:26]([F:27])([F:28])[F:29])[CH:19]=1, predict the reactants needed to synthesize it. The reactants are: [NH2:1][C:2]([C:8]1[CH:13]=[CH:12][C:11]([OH:14])=[CH:10][CH:9]=1)([CH3:7])[C:3]([O:5]C)=O.[C:15]([C:17]1[CH:22]=[CH:21][C:20]([N:23]=[C:24]=[O:25])=[CH:19][C:18]=1[C:26]([F:29])([F:28])[F:27])#[N:16]. (4) Given the product [O:34]1[CH2:35][CH:36]=[C:37]([C:2]2[C:3]([O:8][C@H:9]3[CH2:14][CH2:13][C@H:12]([N:15]([CH2:25][C:26]4[CH:31]=[CH:30][C:29]([O:32][CH3:33])=[CH:28][CH:27]=4)[CH2:16][C:17]4[CH:22]=[CH:21][C:20]([O:23][CH3:24])=[CH:19][CH:18]=4)[CH2:11][CH2:10]3)=[N:4][CH:5]=[CH:6][N:7]=2)[CH2:38][CH2:39]1, predict the reactants needed to synthesize it. The reactants are: Cl[C:2]1[C:3]([O:8][C@H:9]2[CH2:14][CH2:13][C@H:12]([N:15]([CH2:25][C:26]3[CH:31]=[CH:30][C:29]([O:32][CH3:33])=[CH:28][CH:27]=3)[CH2:16][C:17]3[CH:22]=[CH:21][C:20]([O:23][CH3:24])=[CH:19][CH:18]=3)[CH2:11][CH2:10]2)=[N:4][CH:5]=[CH:6][N:7]=1.[O:34]1[CH2:39][CH:38]=[C:37](B2OC(C)(C)C(C)(C)O2)[CH2:36][CH2:35]1.C(=O)([O-])[O-].[Na+].[Na+].